This data is from NCI-60 drug combinations with 297,098 pairs across 59 cell lines. The task is: Regression. Given two drug SMILES strings and cell line genomic features, predict the synergy score measuring deviation from expected non-interaction effect. Drug 2: CC(C)(C#N)C1=CC(=CC(=C1)CN2C=NC=N2)C(C)(C)C#N. Cell line: NCI-H322M. Synergy scores: CSS=-2.10, Synergy_ZIP=-0.640, Synergy_Bliss=-3.52, Synergy_Loewe=-8.79, Synergy_HSA=-7.04. Drug 1: CN1C2=C(C=C(C=C2)N(CCCl)CCCl)N=C1CCCC(=O)O.Cl.